The task is: Regression/Classification. Given a drug SMILES string, predict its absorption, distribution, metabolism, or excretion properties. Task type varies by dataset: regression for continuous measurements (e.g., permeability, clearance, half-life) or binary classification for categorical outcomes (e.g., BBB penetration, CYP inhibition). Dataset: rlm.. This data is from Rat liver microsome stability data. (1) The molecule is C[C@H]1C[C@H](C(=O)N2CC[C@@]3(S(=O)(=O)c4cccc(F)c4)c4ccc(C(F)(C(F)(F)F)C(F)(F)F)cc4CC[C@@H]23)CC[C@H]1C(=O)O. The result is 0 (unstable in rat liver microsomes). (2) The molecule is C[C@@H]1OCC2(CCN(c3nc(N)c(Sc4cccc(Cl)c4Cl)c(=O)n3C)CC2)[C@@H]1N. The result is 0 (unstable in rat liver microsomes). (3) The molecule is Fc1ccc(F)c(-n2cnc3c(NCc4nc5c(F)c(F)ccc5[nH]4)nc(N4CCOCC4)nc32)c1. The result is 1 (stable in rat liver microsomes). (4) The molecule is CC[C@]1(C)C[C@@H](OC(=O)CSC(C)(C)CNC(=O)[C@H](N)CC(C)C)[C@]2(C)[C@H](C)CC[C@]3(CCC(=O)[C@H]32)[C@@H](C)[C@@H]1O. The result is 1 (stable in rat liver microsomes).